This data is from Full USPTO retrosynthesis dataset with 1.9M reactions from patents (1976-2016). The task is: Predict the reactants needed to synthesize the given product. (1) Given the product [ClH:15].[NH2:23][CH2:24][C@@H:25]([C:30]1[CH:35]=[CH:34][C:33]([Cl:36])=[C:32]([Cl:15])[CH:31]=1)[CH2:26][C:27]([OH:29])=[O:28], predict the reactants needed to synthesize it. The reactants are: N(OC(C)(C)C)=O.NC1C=C([C@@H]2CNC(=O)C2)C=CC=1[Cl:15].Cl.[NH2:23][CH2:24][C@@H:25]([C:30]1[CH:35]=[CH:34][C:33]([Cl:36])=[C:32](Br)[CH:31]=1)[CH2:26][C:27]([OH:29])=[O:28]. (2) Given the product [CH2:1]([N:8]1[C:17](=[O:18])[C:16]2[C:11](=[CH:12][C:13]([Cl:19])=[CH:14][CH:15]=2)[N:10]=[C:9]1[CH:20]([N:26]([C:43](=[O:44])[C:42]1[CH:46]=[CH:47][C:39]([CH3:38])=[CH:40][CH:41]=1)[CH2:27][CH2:28][CH2:29][NH:30][C:31](=[O:37])[O:32][C:33]([CH3:34])([CH3:36])[CH3:35])[C:21]([N:23]([CH3:25])[CH3:24])=[O:22])[C:2]1[CH:3]=[CH:4][CH:5]=[CH:6][CH:7]=1, predict the reactants needed to synthesize it. The reactants are: [CH2:1]([N:8]1[C:17](=[O:18])[C:16]2[C:11](=[CH:12][C:13]([Cl:19])=[CH:14][CH:15]=2)[N:10]=[C:9]1[CH:20]([NH:26][CH2:27][CH2:28][CH2:29][NH:30][C:31](=[O:37])[O:32][C:33]([CH3:36])([CH3:35])[CH3:34])[C:21]([N:23]([CH3:25])[CH3:24])=[O:22])[C:2]1[CH:7]=[CH:6][CH:5]=[CH:4][CH:3]=1.[CH3:38][C:39]1[CH:47]=[CH:46][C:42]([C:43](Cl)=[O:44])=[CH:41][CH:40]=1.C(N(CC)CC)C. (3) The reactants are: [Br:1][C:2]1[N:10]2[C:5]([C:6](O)=[N:7][CH:8]=[N:9]2)=[CH:4][CH:3]=1.O=P(Cl)(Cl)[Cl:14]. Given the product [Br:1][C:2]1[N:10]2[C:5]([C:6]([Cl:14])=[N:7][CH:8]=[N:9]2)=[CH:4][CH:3]=1, predict the reactants needed to synthesize it. (4) Given the product [CH:8]([OH:19])=[O:30].[Cl:18][C:13]1[CH:14]=[CH:15][CH:16]=[CH:17][C:12]=1[N:9]1[C:10]2[C:5](=[C:4]([C:20]3[CH:25]=[CH:24][CH:23]=[CH:22][C:21]=3[Cl:26])[CH:3]=[C:2]([NH:27][CH:28]([CH2:31][OH:32])[CH2:29][OH:30])[N:11]=2)[CH:6]=[CH:7][C:8]1=[O:19], predict the reactants needed to synthesize it. The reactants are: Cl[C:2]1[N:11]=[C:10]2[C:5]([CH:6]=[CH:7][C:8](=[O:19])[N:9]2[C:12]2[CH:17]=[CH:16][CH:15]=[CH:14][C:13]=2[Cl:18])=[C:4]([C:20]2[CH:25]=[CH:24][CH:23]=[CH:22][C:21]=2[Cl:26])[CH:3]=1.[NH2:27][CH:28]([CH2:31][OH:32])[CH2:29][OH:30]. (5) Given the product [N:35]([C:38]1[NH:39][C:40]([C:44]([NH:15][CH2:16][C:17]2[CH:22]=[CH:21][C:20]([Br:23])=[C:19]([O:24][C:25]3[CH:26]=[C:27]([C:28]#[N:29])[CH:30]=[C:31]([Cl:33])[CH:32]=3)[C:18]=2[F:34])=[O:45])=[C:41]([Cl:43])[N:42]=1)=[N+:36]=[N-:37], predict the reactants needed to synthesize it. The reactants are: C(Cl)CCl.C1C=CC2N(O)N=NC=2C=1.[NH2:15][CH2:16][C:17]1[C:18]([F:34])=[C:19]([O:24][C:25]2[CH:26]=[C:27]([CH:30]=[C:31]([Cl:33])[CH:32]=2)[C:28]#[N:29])[C:20]([Br:23])=[CH:21][CH:22]=1.[N:35]([C:38]1[NH:39][C:40]([C:44](O)=[O:45])=[C:41]([Cl:43])[N:42]=1)=[N+:36]=[N-:37]. (6) Given the product [CH:14]1([CH2:13][N:6]2[CH2:5][C:4]3[C:8](=[C:9]([CH3:11])[CH:10]=[C:2]([I:27])[CH:3]=3)[C:7]2=[O:12])[CH2:16][CH2:15]1, predict the reactants needed to synthesize it. The reactants are: Br[C:2]1[CH:3]=[C:4]2[C:8](=[C:9]([CH3:11])[CH:10]=1)[C:7](=[O:12])[N:6]([CH2:13][CH:14]1[CH2:16][CH2:15]1)[CH2:5]2.CN[C@@H]1CCCC[C@H]1NC.[I-:27].[Na+]. (7) The reactants are: CON(C)[C:4]([C:6]1[C:15](=[O:16])[C:14]2[C:9](=[CH:10][CH:11]=[CH:12][CH:13]=2)[N:8]([CH2:17][C:18]2[CH:23]=[CH:22][CH:21]=[C:20]([Br:24])[N:19]=2)[CH:7]=1)=[O:5].[CH3:26][O:27][C:28]1[CH:29]=[C:30]([Mg]Br)[CH:31]=[CH:32][CH:33]=1. Given the product [Br:24][C:20]1[N:19]=[C:18]([CH2:17][N:8]2[C:9]3[C:14](=[CH:13][CH:12]=[CH:11][CH:10]=3)[C:15](=[O:16])[C:6]([C:4](=[O:5])[C:32]3[CH:31]=[CH:30][CH:29]=[C:28]([O:27][CH3:26])[CH:33]=3)=[CH:7]2)[CH:23]=[CH:22][CH:21]=1, predict the reactants needed to synthesize it.